From a dataset of Forward reaction prediction with 1.9M reactions from USPTO patents (1976-2016). Predict the product of the given reaction. (1) Given the reactants [F:1][C:2]1[CH:3]=[C:4]2[C:10]([C:11]([NH2:13])=O)=[N:9][N:8]([CH2:14][C:15]3[CH:20]=[CH:19][CH:18]=[CH:17][C:16]=3[F:21])[C:5]2=[N:6][CH:7]=1.P(Cl)(Cl)(Cl)=O, predict the reaction product. The product is: [F:1][C:2]1[CH:3]=[C:4]2[C:10]([C:11]#[N:13])=[N:9][N:8]([CH2:14][C:15]3[CH:20]=[CH:19][CH:18]=[CH:17][C:16]=3[F:21])[C:5]2=[N:6][CH:7]=1. (2) Given the reactants [CH2:1]1[C:16]2[C:11](=[CH:12][CH:13]=[CH:14][CH:15]=2)[C:9](=O)[C:8]2[C:3](=[CH:4][CH:5]=[CH:6][CH:7]=2)[CH2:2]1.[CH3:17][O:18][C:19]1[CH:20]=[C:21]([CH:24]=[C:25]([O:27][CH3:28])[CH:26]=1)[CH:22]=O, predict the reaction product. The product is: [CH3:28][O:27][C:25]1[CH:24]=[C:21]([CH:20]=[C:19]([O:18][CH3:17])[CH:26]=1)[CH:22]=[C:9]1[C:11]2[CH:12]=[CH:13][CH:14]=[CH:15][C:16]=2[CH2:1][CH2:2][C:3]2[CH:4]=[CH:5][CH:6]=[CH:7][C:8]1=2. (3) Given the reactants [CH2:1]([CH:3]([CH2:39][CH3:40])[CH2:4][C:5]1([C:11]([NH:13][C:14]2[C:15]([S:24]C(C3(CC(CC)CC)CCCCC3)=O)=[CH:16][C:17]3[C:22]([CH:23]=2)=[CH:21][CH:20]=[CH:19][CH:18]=3)=[O:12])[CH2:10][CH2:9][CH2:8][CH2:7][CH2:6]1)[CH3:2].[OH-].[K+].O, predict the reaction product. The product is: [SH:24][C:15]1[C:14]([NH:13][C:11]([C:5]2([CH2:4][CH:3]([CH2:39][CH3:40])[CH2:1][CH3:2])[CH2:6][CH2:7][CH2:8][CH2:9][CH2:10]2)=[O:12])=[CH:23][C:22]2[C:17]([CH:16]=1)=[CH:18][CH:19]=[CH:20][CH:21]=2. (4) Given the reactants [CH3:1][O:2][C:3]1[C:13]2[CH2:12][CH2:11][CH2:10][C:9](=[O:14])[NH:8][C:7]=2[CH:6]=[CH:5][CH:4]=1.COC1C2CCCC(=O)NC=2C=CC=1[N+:29]([O-:31])=[O:30], predict the reaction product. The product is: [CH3:1][O:2][C:3]1[C:13]2[CH2:12][CH2:11][CH2:10][C:9](=[O:14])[NH:8][C:7]=2[C:6]([N+:29]([O-:31])=[O:30])=[CH:5][CH:4]=1. (5) Given the reactants C[O:2][C:3](=[O:31])[CH2:4][O:5][C:6]1[CH:15]=[CH:14][C:13]([Cl:16])=[C:12]2[C:7]=1[C:8]([O:27][CH:28]([F:30])[F:29])=[C:9]([CH2:19][C:20]1[CH:25]=[CH:24][C:23]([Cl:26])=[CH:22][CH:21]=1)[C:10]([CH2:17][CH3:18])=[N:11]2.[OH-].[Li+], predict the reaction product. The product is: [Cl:16][C:13]1[CH:14]=[CH:15][C:6]([O:5][CH2:4][C:3]([OH:31])=[O:2])=[C:7]2[C:12]=1[N:11]=[C:10]([CH2:17][CH3:18])[C:9]([CH2:19][C:20]1[CH:21]=[CH:22][C:23]([Cl:26])=[CH:24][CH:25]=1)=[C:8]2[O:27][CH:28]([F:30])[F:29]. (6) Given the reactants [N:1]1([CH:6]([C:9]2[N:14]=[CH:13][C:12]([C:15]3[CH:25]=[CH:24][C:18]([C:19]([O:21]CC)=[O:20])=[CH:17][CH:16]=3)=[CH:11][CH:10]=2)[CH2:7][CH3:8])[CH:5]=[CH:4][N:3]=[CH:2]1.[Li+].[OH-].Cl, predict the reaction product. The product is: [N:1]1([CH:6]([C:9]2[N:14]=[CH:13][C:12]([C:15]3[CH:25]=[CH:24][C:18]([C:19]([OH:21])=[O:20])=[CH:17][CH:16]=3)=[CH:11][CH:10]=2)[CH2:7][CH3:8])[CH:5]=[CH:4][N:3]=[CH:2]1. (7) Given the reactants [F:1][C:2]([F:9])([F:8])/[CH:3]=[CH:4]/[C:5](O)=[O:6].C(Cl)(=O)C(Cl)=O.Cl.[CH3:17][NH:18][C:19]1[S:23][C:22]([N:24]2[CH2:29][CH2:28][NH:27][CH2:26][CH2:25]2)=[N:21][C:20]=1[C:30]([O:32][CH2:33][CH3:34])=[O:31].CCN(C(C)C)C(C)C, predict the reaction product. The product is: [CH3:17][NH:18][C:19]1[S:23][C:22]([N:24]2[CH2:29][CH2:28][N:27]([C:5](=[O:6])/[CH:4]=[CH:3]/[C:2]([F:9])([F:8])[F:1])[CH2:26][CH2:25]2)=[N:21][C:20]=1[C:30]([O:32][CH2:33][CH3:34])=[O:31].